This data is from Reaction yield outcomes from USPTO patents with 853,638 reactions. The task is: Predict the reaction yield, written as a fraction of the theoretical maximum amount of product (1.0 means a 100% yield; for example, 0.34 means a 34% yield). (1) The reactants are Cl[C:2]1[N:3]=[N:4][C:5]([N:11]2[CH2:16][CH2:15][N:14]([C:17]3[CH:22]=[CH:21][C:20]([C:23]([F:26])([F:25])[F:24])=[CH:19][N:18]=3)[CH2:13][CH2:12]2)=[C:6]2[N:10]=[CH:9][NH:8][C:7]=12.[Br-].[CH2:28]([Zn+])[C:29]1[CH:34]=[CH:33][CH:32]=[CH:31][CH:30]=1. The catalyst is C1C=CC([P]([Pd]([P](C2C=CC=CC=2)(C2C=CC=CC=2)C2C=CC=CC=2)([P](C2C=CC=CC=2)(C2C=CC=CC=2)C2C=CC=CC=2)[P](C2C=CC=CC=2)(C2C=CC=CC=2)C2C=CC=CC=2)(C2C=CC=CC=2)C2C=CC=CC=2)=CC=1. The product is [CH2:28]([C:2]1[N:3]=[N:4][C:5]([N:11]2[CH2:16][CH2:15][N:14]([C:17]3[CH:22]=[CH:21][C:20]([C:23]([F:26])([F:25])[F:24])=[CH:19][N:18]=3)[CH2:13][CH2:12]2)=[C:6]2[N:10]=[CH:9][NH:8][C:7]=12)[C:29]1[CH:34]=[CH:33][CH:32]=[CH:31][CH:30]=1. The yield is 0.0700. (2) The reactants are [CH:1]1([N:7]2[C:12]([OH:13])=[C:11]([C:14]([NH:16][CH2:17][C:18]([O:20]CC)=[O:19])=[O:15])[C:10](=[O:23])[N:9]([CH2:24][C:25]3[CH:30]=[CH:29][C:28]([CH2:31][CH3:32])=[CH:27][CH:26]=3)[C:8]2=[O:33])[CH2:6][CH2:5][CH2:4][CH2:3][CH2:2]1.[OH-].[Na+]. The catalyst is C(O)C. The product is [CH:1]1([N:7]2[C:12]([OH:13])=[C:11]([C:14]([NH:16][CH2:17][C:18]([OH:20])=[O:19])=[O:15])[C:10](=[O:23])[N:9]([CH2:24][C:25]3[CH:30]=[CH:29][C:28]([CH2:31][CH3:32])=[CH:27][CH:26]=3)[C:8]2=[O:33])[CH2:6][CH2:5][CH2:4][CH2:3][CH2:2]1. The yield is 0.690. (3) The reactants are [F:1][C:2]1[CH:7]=[CH:6][C:5]([N:8]([C:18]2[CH:23]=[CH:22][CH:21]=[CH:20][C:19]=2O)[C:9](=O)[C:10]2[CH:15]=[CH:14][C:13]([OH:16])=[CH:12][CH:11]=2)=[CH:4][CH:3]=1.C1C[O:28]CC1. No catalyst specified. The product is [F:1][C:2]1[CH:7]=[CH:6][C:5]([N:8]([CH2:9][C:10]2[CH:15]=[CH:14][C:13]([OH:16])=[CH:12][CH:11]=2)[C:18]2[CH:23]=[CH:22][C:21]([OH:28])=[CH:20][CH:19]=2)=[CH:4][CH:3]=1. The yield is 0.920. (4) The reactants are CCN(C(C)C)C(C)C.OC(C(F)(F)F)=O.[NH2:17][CH2:18][C:19]([N:21]1[CH2:26][CH2:25][N:24]([C:27](=[O:38])[C:28]2[CH:33]=[CH:32][CH:31]=[CH:30][C:29]=2[C:34]([F:37])([F:36])[F:35])[CH2:23][CH2:22]1)=[O:20].C1C=CC2N(O)N=NC=2C=1.CCN=C=NCCCN(C)C.Cl.[C:61](O)(=[O:71])[C:62]1[CH:70]=[CH:69][C:65]([C:66]([NH2:68])=[O:67])=[CH:64][CH:63]=1. The catalyst is CN(C=O)C.O. The product is [O:20]=[C:19]([N:21]1[CH2:22][CH2:23][N:24]([C:27](=[O:38])[C:28]2[CH:33]=[CH:32][CH:31]=[CH:30][C:29]=2[C:34]([F:37])([F:35])[F:36])[CH2:25][CH2:26]1)[CH2:18][NH:17][C:61](=[O:71])[C:62]1[CH:70]=[CH:69][C:65]([C:66]([NH2:68])=[O:67])=[CH:64][CH:63]=1. The yield is 0.595. (5) The catalyst is CN(C=O)C. The yield is 0.550. The product is [N+:27]([C:23]1[CH:22]=[C:21]([CH:26]=[CH:25][CH:24]=1)[O:20][CH2:19][CH2:18][CH2:17][CH2:16][N:4]1[C:5](=[O:6])[C:7]2[C:12](=[CH:11][CH:10]=[CH:9][CH:8]=2)[S:1]1(=[O:2])=[O:3])([O-:29])=[O:28]. The reactants are [S:1]1([C:12]2[C:7](=[CH:8][CH:9]=[CH:10][CH:11]=2)[C:5](=[O:6])[NH:4]1)(=[O:3])=[O:2].[H-].[Na+].Br[CH2:16][CH2:17][CH2:18][CH2:19][O:20][C:21]1[CH:26]=[CH:25][CH:24]=[C:23]([N+:27]([O-:29])=[O:28])[CH:22]=1. (6) The reactants are [CH3:1][C:2]1[CH:7]=[CH:6][N:5]=[CH:4][C:3]=1[N:8]1[CH2:12][CH2:11][NH:10][C:9]1=[O:13].Br[C:15]1[CH:23]=[CH:22][C:21]2[C:17](=[CH:18][N:19]([CH3:24])[N:20]=2)[CH:16]=1.N[C@@H]1CCCC[C@H]1N.P([O-])([O-])([O-])=O.[K+].[K+].[K+]. The catalyst is [Cu](I)I.O1CCOCC1. The product is [CH3:24][N:19]1[CH:18]=[C:17]2[C:21]([CH:22]=[CH:23][C:15]([N:10]3[CH2:11][CH2:12][N:8]([C:3]4[CH:4]=[N:5][CH:6]=[CH:7][C:2]=4[CH3:1])[C:9]3=[O:13])=[CH:16]2)=[N:20]1. The yield is 0.0623. (7) The reactants are Cl[C:2]1[C:7]([C:8]2[CH:13]=[CH:12][CH:11]=[CH:10][CH:9]=2)=[CH:6][N:5]=[C:4]2[N:14]([S:18]([C:21]3[CH:26]=[CH:25][CH:24]=[CH:23][CH:22]=3)(=[O:20])=[O:19])[CH:15]=[C:16]([CH3:17])[C:3]=12.[NH:27]1[CH2:32][CH2:31][NH:30][CH2:29][CH2:28]1.O. The catalyst is CN1C(=O)CCC1. The product is [CH3:17][C:16]1[C:3]2[C:4](=[N:5][CH:6]=[C:7]([C:8]3[CH:13]=[CH:12][CH:11]=[CH:10][CH:9]=3)[C:2]=2[N:27]2[CH2:32][CH2:31][NH:30][CH2:29][CH2:28]2)[N:14]([S:18]([C:21]2[CH:26]=[CH:25][CH:24]=[CH:23][CH:22]=2)(=[O:20])=[O:19])[CH:15]=1. The yield is 1.00. (8) The reactants are [CH2:1]([N:3]1[C:7]([C:8]2[S:9][CH:10]=[CH:11][CH:12]=2)=[N:6][N:5]=[C:4]1[S:13][CH3:14])[CH3:2].OO.[OH-:17].[Na+].C(O)(=[O:21])C. No catalyst specified. The product is [CH2:1]([N:3]1[C:7]([C:8]2[S:9][CH:10]=[CH:11][CH:12]=2)=[N:6][N:5]=[C:4]1[S:13]([CH3:14])(=[O:21])=[O:17])[CH3:2]. The yield is 0.600. (9) The reactants are C([N:8]1[CH2:13][CH2:12][N:11]([C:14]2[C:22]3[O:21][C:20]([C:23]([N:25]([CH3:27])[CH3:26])=[O:24])=[CH:19][C:18]=3[CH:17]=[CH:16][CH:15]=2)[CH2:10][CH2:9]1)C1C=CC=CC=1.C(O)(=O)C.C(N(CC)CC)C. The catalyst is CO.[Pd]. The product is [CH3:26][N:25]([CH3:27])[C:23]([C:20]1[O:21][C:22]2[C:14]([N:11]3[CH2:12][CH2:13][NH:8][CH2:9][CH2:10]3)=[CH:15][CH:16]=[CH:17][C:18]=2[CH:19]=1)=[O:24]. The yield is 0.880. (10) The reactants are [CH3:1][C:2]1[O:6][N:5]=[C:4]([C:7]2[CH:12]=[CH:11][CH:10]=[CH:9][CH:8]=2)[C:3]=1[CH2:13][O:14][C:15]1[CH:23]=[CH:22][C:18]([C:19]([OH:21])=O)=[CH:17][N:16]=1.[NH2:24][CH2:25][CH:26]([OH:31])[C:27]([F:30])([F:29])[F:28]. No catalyst specified. The product is [CH3:1][C:2]1[O:6][N:5]=[C:4]([C:7]2[CH:8]=[CH:9][CH:10]=[CH:11][CH:12]=2)[C:3]=1[CH2:13][O:14][C:15]1[CH:23]=[CH:22][C:18]([C:19]([NH:24][CH2:25][CH:26]([OH:31])[C:27]([F:30])([F:29])[F:28])=[O:21])=[CH:17][N:16]=1. The yield is 0.460.